Dataset: Peptide-MHC class I binding affinity with 185,985 pairs from IEDB/IMGT. Task: Regression. Given a peptide amino acid sequence and an MHC pseudo amino acid sequence, predict their binding affinity value. This is MHC class I binding data. (1) The peptide sequence is LSHCWPWFK. The MHC is HLA-A02:03 with pseudo-sequence HLA-A02:03. The binding affinity (normalized) is 0.0847. (2) The MHC is HLA-A11:01 with pseudo-sequence HLA-A11:01. The binding affinity (normalized) is 0.725. The peptide sequence is ALILAYSNK. (3) The peptide sequence is GMFTNRSGSQ. The MHC is HLA-A11:01 with pseudo-sequence HLA-A11:01. The binding affinity (normalized) is 0. (4) The peptide sequence is YHRPLTGYM. The MHC is HLA-B58:01 with pseudo-sequence HLA-B58:01. The binding affinity (normalized) is 0.0847. (5) The peptide sequence is SVKTQFNYFK. The MHC is HLA-A11:01 with pseudo-sequence HLA-A11:01. The binding affinity (normalized) is 0.718. (6) The peptide sequence is MTDVDLNYY. The MHC is HLA-B15:42 with pseudo-sequence HLA-B15:42. The binding affinity (normalized) is 0.213. (7) The peptide sequence is AAEQRRSTI. The MHC is HLA-A02:01 with pseudo-sequence HLA-A02:01. The binding affinity (normalized) is 0. (8) The peptide sequence is LLDDGWAGE. The MHC is HLA-A23:01 with pseudo-sequence HLA-A23:01. The binding affinity (normalized) is 0.0847. (9) The peptide sequence is QPYRVVVLSF. The MHC is HLA-B07:02 with pseudo-sequence HLA-B07:02. The binding affinity (normalized) is 0.531.